Regression. Given two drug SMILES strings and cell line genomic features, predict the synergy score measuring deviation from expected non-interaction effect. From a dataset of NCI-60 drug combinations with 297,098 pairs across 59 cell lines. (1) Drug 1: CC12CCC3C(C1CCC2=O)CC(=C)C4=CC(=O)C=CC34C. Drug 2: CN(C)C1=NC(=NC(=N1)N(C)C)N(C)C. Cell line: NCI-H522. Synergy scores: CSS=28.7, Synergy_ZIP=6.56, Synergy_Bliss=9.41, Synergy_Loewe=-34.1, Synergy_HSA=6.95. (2) Drug 1: C1CC(=O)NC(=O)C1N2CC3=C(C2=O)C=CC=C3N. Drug 2: C1C(C(OC1N2C=NC(=NC2=O)N)CO)O. Cell line: K-562. Synergy scores: CSS=43.8, Synergy_ZIP=1.74, Synergy_Bliss=1.10, Synergy_Loewe=-13.6, Synergy_HSA=3.13. (3) Drug 1: CC1CCC2CC(C(=CC=CC=CC(CC(C(=O)C(C(C(=CC(C(=O)CC(OC(=O)C3CCCCN3C(=O)C(=O)C1(O2)O)C(C)CC4CCC(C(C4)OC)O)C)C)O)OC)C)C)C)OC. Drug 2: CCC1(C2=C(COC1=O)C(=O)N3CC4=CC5=C(C=CC(=C5CN(C)C)O)N=C4C3=C2)O.Cl. Cell line: CCRF-CEM. Synergy scores: CSS=82.7, Synergy_ZIP=4.43, Synergy_Bliss=3.20, Synergy_Loewe=0.313, Synergy_HSA=5.28. (4) Drug 1: CC(C)(C#N)C1=CC(=CC(=C1)CN2C=NC=N2)C(C)(C)C#N. Drug 2: COC1=NC(=NC2=C1N=CN2C3C(C(C(O3)CO)O)O)N. Cell line: U251. Synergy scores: CSS=4.48, Synergy_ZIP=-0.337, Synergy_Bliss=0.729, Synergy_Loewe=0.253, Synergy_HSA=-0.697. (5) Drug 1: C1=CC(=CC=C1CCC2=CNC3=C2C(=O)NC(=N3)N)C(=O)NC(CCC(=O)O)C(=O)O. Drug 2: C(=O)(N)NO. Cell line: MALME-3M. Synergy scores: CSS=9.66, Synergy_ZIP=-4.18, Synergy_Bliss=-0.355, Synergy_Loewe=-12.6, Synergy_HSA=0.360. (6) Drug 1: CC1=C(C=C(C=C1)C(=O)NC2=CC(=CC(=C2)C(F)(F)F)N3C=C(N=C3)C)NC4=NC=CC(=N4)C5=CN=CC=C5. Drug 2: C1=NC2=C(N=C(N=C2N1C3C(C(C(O3)CO)O)F)Cl)N. Cell line: U251. Synergy scores: CSS=-14.1, Synergy_ZIP=6.33, Synergy_Bliss=-1.18, Synergy_Loewe=-6.33, Synergy_HSA=-11.6. (7) Drug 1: CCC1=CC2CC(C3=C(CN(C2)C1)C4=CC=CC=C4N3)(C5=C(C=C6C(=C5)C78CCN9C7C(C=CC9)(C(C(C8N6C)(C(=O)OC)O)OC(=O)C)CC)OC)C(=O)OC.C(C(C(=O)O)O)(C(=O)O)O. Drug 2: C1=CN(C=N1)CC(O)(P(=O)(O)O)P(=O)(O)O. Cell line: HOP-92. Synergy scores: CSS=22.7, Synergy_ZIP=-9.94, Synergy_Bliss=-9.91, Synergy_Loewe=-14.4, Synergy_HSA=-6.12.